From a dataset of Forward reaction prediction with 1.9M reactions from USPTO patents (1976-2016). Predict the product of the given reaction. Given the reactants [Mg].BrC(Br)C.[CH3:6][O:7][CH:8]([O:12][CH3:13])[CH2:9][CH2:10]Br.Cl[SiH2:15][CH:16]=[C:17]([CH3:19])[CH3:18], predict the reaction product. The product is: [CH3:6][O:7][CH:8]([O:12][CH3:13])[CH2:9][CH2:10][SiH2:15][CH:16]=[C:17]([CH3:19])[CH3:18].